From a dataset of Reaction yield outcomes from USPTO patents with 853,638 reactions. Predict the reaction yield, written as a fraction of the theoretical maximum amount of product (1.0 means a 100% yield; for example, 0.34 means a 34% yield). (1) The reactants are [Cl:1][C:2]1[CH:7]=[C:6]([N+:8]([O-])=O)[CH:5]=[C:4]([Cl:11])[C:3]=1[S:12][C:13]1[CH:22]=[CH:21][C:20]2[C:15](=[CH:16][CH:17]=[CH:18][CH:19]=2)[CH:14]=1.O.O.[Sn](Cl)Cl.[OH-].[Na+]. The catalyst is CCOC(C)=O. The product is [Cl:11][C:4]1[CH:5]=[C:6]([NH2:8])[CH:7]=[C:2]([Cl:1])[C:3]=1[S:12][C:13]1[CH:22]=[CH:21][C:20]2[C:15](=[CH:16][CH:17]=[CH:18][CH:19]=2)[CH:14]=1. The yield is 0.840. (2) The product is [CH2:13]([C:17]1[N:18]=[C:19]([CH3:48])[N:20]([CH2:39][CH:40]([CH:42]2[CH2:47][CH2:46][CH2:45][CH2:44][CH2:43]2)[OH:41])[C:21](=[O:38])[C:22]=1[CH2:23][C:24]1[CH:29]=[CH:28][C:27]([C:30]2[CH:35]=[CH:34][CH:33]=[CH:32][C:31]=2[C:36]2[NH:3][C:4](=[O:7])[O:5][N:37]=2)=[CH:26][CH:25]=1)[CH2:14][CH2:15][CH3:16]. The catalyst is C(OCC)(=O)C. The reactants are [Cl-].O[NH3+:3].[C:4](=[O:7])([O-])[OH:5].[Na+].CS(C)=O.[CH2:13]([C:17]1[N:18]=[C:19]([CH3:48])[N:20]([CH2:39][CH:40]([CH:42]2[CH2:47][CH2:46][CH2:45][CH2:44][CH2:43]2)[OH:41])[C:21](=[O:38])[C:22]=1[CH2:23][C:24]1[CH:29]=[CH:28][C:27]([C:30]2[C:31]([C:36]#[N:37])=[CH:32][CH:33]=[CH:34][CH:35]=2)=[CH:26][CH:25]=1)[CH2:14][CH2:15][CH3:16]. The yield is 0.260. (3) The product is [N:21]1[CH:22]=[CH:23][N:24]=[C:19]([NH:18][C:16]2[C:15](=[O:25])[N:14]([CH3:26])[CH:13]=[C:12]([C:11]3[CH:10]=[CH:9][N:8]=[C:7]([N:27]4[CH2:39][CH2:38][N:30]5[C:31]6[CH2:32][CH2:33][CH2:34][CH2:35][C:36]=6[CH:37]=[C:29]5[C:28]4=[O:40])[C:6]=3[CH2:5][OH:4])[CH:17]=2)[N:20]=1. The catalyst is C(O)(C)C.C1COCC1.O. The yield is 0.280. The reactants are C([O:4][CH2:5][C:6]1[C:7]([N:27]2[CH2:39][CH2:38][N:30]3[C:31]4[CH2:32][CH2:33][CH2:34][CH2:35][C:36]=4[CH:37]=[C:29]3[C:28]2=[O:40])=[N:8][CH:9]=[CH:10][C:11]=1[C:12]1[CH:17]=[C:16]([NH:18][C:19]2[N:20]=[N:21][CH:22]=[CH:23][N:24]=2)[C:15](=[O:25])[N:14]([CH3:26])[CH:13]=1)(=O)C.[OH-].[Li+]. (4) The reactants are [NH2:1][C:2]1[N:7]=[CH:6][N:5]=[C:4]2[N:8]([C@@H:26]3[CH2:31][CH2:30][CH2:29][N:28]([C:32](=[O:36])[CH2:33][C:34]#[N:35])[CH2:27]3)[N:9]=[C:10]([C:11]3[CH:16]=[CH:15][C:14]([O:17][C:18]4[CH:23]=[C:22]([F:24])[CH:21]=[CH:20][C:19]=4[F:25])=[CH:13][CH:12]=3)[C:3]=12.N1[CH2:42][CH2:41][CH2:40][CH2:39]C1.C1(C=O)CC1. The catalyst is CO. The product is [NH2:1][C:2]1[N:7]=[CH:6][N:5]=[C:4]2[N:8]([C@@H:26]3[CH2:31][CH2:30][CH2:29][N:28]([C:32]([C:33](=[CH:39][CH:40]4[CH2:42][CH2:41]4)[C:34]#[N:35])=[O:36])[CH2:27]3)[N:9]=[C:10]([C:11]3[CH:16]=[CH:15][C:14]([O:17][C:18]4[CH:23]=[C:22]([F:24])[CH:21]=[CH:20][C:19]=4[F:25])=[CH:13][CH:12]=3)[C:3]=12. The yield is 0.230. (5) The reactants are O=S1(=O)CCN(CCN[C@]23CC[C@@H](/C(=N/O)/C)[C@@H]2[C@@H]2[C@@](C)(CC3)[C@@]3(C)[C@@H]([C@]4(C)[C@@H](CC3)C(C)(C)C(C3C=C[C:36]([C:37]([O:39][CH3:40])=[O:38])=CC=3)=CC4)CC2)CC1.[OH2:52].[OH-].[Li+].O1CCCC1.[O:60]=[S:61]1(=[O:109])[CH2:66][CH2:65][N:64]([CH2:67][CH2:68][NH:69][C@:70]23[CH2:104][CH2:103][C@@H:102]([C:105](=NO)[CH3:106])[C@@H:71]2[C@@H:72]2[C@@:85]([CH3:88])([CH2:86][CH2:87]3)[C@@:84]3([CH3:89])[C@@H:75]([C@:76]4([CH3:101])[C@@H:81]([CH2:82][CH2:83]3)[C:80]([CH3:91])([CH3:90])[C:79]([C:92]3[CH:100]=[CH:99][C:95]([C:96]([OH:98])=[O:97])=[CH:94][CH:93]=3)=[CH:78][CH2:77]4)[CH2:74][CH2:73]2)[CH2:63][CH2:62]1.[CH3:110]O. No catalyst specified. The product is [C:37]([O:39][CH2:40][C:105]([C@H:102]1[C@@H:71]2[C@@H:72]3[C@@:85]([CH3:88])([CH2:86][CH2:87][C@@:70]2([NH:69][CH2:68][CH2:67][N:64]2[CH2:65][CH2:66][S:61](=[O:109])(=[O:60])[CH2:62][CH2:63]2)[CH2:104][CH2:103]1)[C@@:84]1([CH3:89])[C@@H:75]([C@:76]2([CH3:101])[C@@H:81]([CH2:82][CH2:83]1)[C:80]([CH3:90])([CH3:91])[C:79]([C:92]1[CH:93]=[CH:94][C:95]([C:96]([O:98][CH3:110])=[O:97])=[CH:99][CH:100]=1)=[CH:78][CH2:77]2)[CH2:74][CH2:73]3)([OH:52])[CH3:106])(=[O:38])[CH3:36]. The yield is 0.207. (6) The reactants are [CH3:1][O:2][C:3]1[CH:9]=[CH:8][C:6]([NH2:7])=[C:5]([CH3:10])[CH:4]=1.C(=O)(O)[O-].[Na+].[Cl:16][CH2:17][C:18](Cl)=[O:19]. The catalyst is C(OCC)(=O)C. The product is [Cl:16][CH2:17][C:18]([NH:7][C:6]1[CH:8]=[CH:9][C:3]([O:2][CH3:1])=[CH:4][C:5]=1[CH3:10])=[O:19]. The yield is 0.760.